From a dataset of Peptide-MHC class I binding affinity with 185,985 pairs from IEDB/IMGT. Regression. Given a peptide amino acid sequence and an MHC pseudo amino acid sequence, predict their binding affinity value. This is MHC class I binding data. (1) The peptide sequence is SGMVFTSPV. The MHC is HLA-B08:01 with pseudo-sequence HLA-B08:01. The binding affinity (normalized) is 0.598. (2) The binding affinity (normalized) is 0.0847. The peptide sequence is VLLEARQAY. The MHC is HLA-B40:01 with pseudo-sequence HLA-B40:01. (3) The peptide sequence is RMRGAHTNDV. The MHC is HLA-A68:01 with pseudo-sequence HLA-A68:01. The binding affinity (normalized) is 0.0374. (4) The peptide sequence is TYGPVFMCL. The MHC is HLA-A68:02 with pseudo-sequence HLA-A68:02. The binding affinity (normalized) is 0.0475. (5) The peptide sequence is TPKWNNETW. The MHC is Mamu-A2201 with pseudo-sequence Mamu-A2201. The binding affinity (normalized) is 0.000245. (6) The peptide sequence is YMKPGSSPL. The MHC is HLA-B27:05 with pseudo-sequence HLA-B27:05. The binding affinity (normalized) is 0.383. (7) The peptide sequence is HSYLWDHQM. The MHC is HLA-A03:01 with pseudo-sequence HLA-A03:01. The binding affinity (normalized) is 0.0847.